From a dataset of Catalyst prediction with 721,799 reactions and 888 catalyst types from USPTO. Predict which catalyst facilitates the given reaction. Reactant: [C:1]([C:4]1[N:5]=[C:6]([S:9][CH2:10][C:11]([NH:13][CH2:14][C@@H:15]2[O:20][CH2:19][CH2:18][N:17]([CH2:21][C:22]3[CH:27]=[CH:26][C:25]([Cl:28])=[C:24]([Cl:29])[CH:23]=3)[CH2:16]2)=[O:12])[S:7][CH:8]=1)(O)=[O:2].Cl.[CH2:31]([NH2:33])[CH3:32].Cl.CN(C)CCCN=C=NCC.O.OC1C2N=NNC=2C=CC=1.C(=O)([O-])O.[Na+]. Product: [ClH:28].[Cl:29][C:24]1[CH:23]=[C:22]([CH:27]=[CH:26][C:25]=1[Cl:28])[CH2:21][N:17]1[CH2:18][CH2:19][O:20][C@@H:15]([CH2:14][NH:13][C:11](=[O:12])[CH2:10][S:9][C:6]2[S:7][CH:8]=[C:4]([C:1]([NH:33][CH2:31][CH3:32])=[O:2])[N:5]=2)[CH2:16]1. The catalyst class is: 289.